This data is from Forward reaction prediction with 1.9M reactions from USPTO patents (1976-2016). The task is: Predict the product of the given reaction. (1) Given the reactants [CH3:1][CH:2]([O:20][CH2:21][C:22]1[NH:23][CH:24]=[CH:25][N:26]=1)[C:3]1[CH:4]=[C:5]([N:9]2[C:13]3[CH:14]=[CH:15][C:16]([CH2:18][NH2:19])=[CH:17][C:12]=3[N:11]=[CH:10]2)[CH:6]=[CH:7][CH:8]=1.[C:27](OC(=O)C)(=[O:29])[CH3:28], predict the reaction product. The product is: [CH3:1][CH:2]([O:20][CH2:21][C:22]1[NH:23][CH:24]=[CH:25][N:26]=1)[C:3]1[CH:4]=[C:5]([N:9]2[C:13]3[CH:14]=[CH:15][C:16]([CH2:18][NH:19][C:27](=[O:29])[CH3:28])=[CH:17][C:12]=3[N:11]=[CH:10]2)[CH:6]=[CH:7][CH:8]=1. (2) Given the reactants [NH2:1][C:2]1[CH:7]=[CH:6][C:5]([Br:8])=[CH:4][C:3]=1[C:9]([C:11]1[CH:16]=[CH:15][N:14]=[CH:13][CH:12]=1)=O.[NH2:17][C:18](N)=[O:19], predict the reaction product. The product is: [Br:8][C:5]1[CH:4]=[C:3]2[C:2](=[CH:7][CH:6]=1)[NH:1][C:18](=[O:19])[N:17]=[C:9]2[C:11]1[CH:16]=[CH:15][N:14]=[CH:13][CH:12]=1. (3) Given the reactants [CH2:1]([C:3]1[C:11]2[C:10](=[O:12])[CH2:9][C:8]([CH3:14])([CH3:13])[CH2:7][C:6]=2[N:5]([C:15]2[CH:22]=[C:21](F)[C:18]([C:19]#[N:20])=[C:17]([F:24])[CH:16]=2)[N:4]=1)[CH3:2].[NH2:25][CH:26]1[CH2:31][CH2:30][O:29][CH2:28][CH2:27]1, predict the reaction product. The product is: [CH2:1]([C:3]1[C:11]2[C:10](=[O:12])[CH2:9][C:8]([CH3:13])([CH3:14])[CH2:7][C:6]=2[N:5]([C:15]2[CH:22]=[C:21]([NH:25][CH:26]3[CH2:31][CH2:30][O:29][CH2:28][CH2:27]3)[C:18]([C:19]#[N:20])=[C:17]([F:24])[CH:16]=2)[N:4]=1)[CH3:2]. (4) Given the reactants CCN(CC)CC.C1(O[C:15](=[O:34])[NH:16][C:17]2[CH:22]=[C:21]([C:23]([CH3:26])([CH3:25])[CH3:24])[CH:20]=[C:19]([NH:27][S:28]([CH3:31])(=[O:30])=[O:29])[C:18]=2[O:32][CH3:33])C=CC=CC=1.[NH2:35][C:36]1[C:45]2[C:40](=[CH:41][CH:42]=[CH:43][CH:44]=2)[C:39]([O:46][C:47]2[CH:52]=[CH:51][N:50]=[C:49]([NH:53][C:54]3[CH:59]=[C:58]([O:60][CH2:61][CH2:62][O:63][CH2:64][CH2:65][O:66][CH2:67][CH2:68][O:69][CH3:70])[CH:57]=[C:56]([O:71][CH3:72])[CH:55]=3)[N:48]=2)=[CH:38][CH:37]=1, predict the reaction product. The product is: [C:23]([C:21]1[CH:22]=[C:17]([NH:16][C:15]([NH:35][C:36]2[C:45]3[C:40](=[CH:41][CH:42]=[CH:43][CH:44]=3)[C:39]([O:46][C:47]3[CH:52]=[CH:51][N:50]=[C:49]([NH:53][C:54]4[CH:59]=[C:58]([O:60][CH2:61][CH2:62][O:63][CH2:64][CH2:65][O:66][CH2:67][CH2:68][O:69][CH3:70])[CH:57]=[C:56]([O:71][CH3:72])[CH:55]=4)[N:48]=3)=[CH:38][CH:37]=2)=[O:34])[C:18]([O:32][CH3:33])=[C:19]([NH:27][S:28]([CH3:31])(=[O:29])=[O:30])[CH:20]=1)([CH3:26])([CH3:25])[CH3:24]. (5) Given the reactants [NH2:1][C:2]1[CH:10]=[CH:9][C:5]([C:6]([OH:8])=[O:7])=[C:4]([O:11][CH3:12])[CH:3]=1.[O:13]([C:20]1[CH:25]=[CH:24][C:23]([N:26]=[C:27]=[O:28])=[CH:22][CH:21]=1)[C:14]1[CH:19]=[CH:18][CH:17]=[CH:16][CH:15]=1, predict the reaction product. The product is: [CH3:12][O:11][C:4]1[CH:3]=[C:2]([NH:1][C:27]([NH:26][C:23]2[CH:24]=[CH:25][C:20]([O:13][C:14]3[CH:15]=[CH:16][CH:17]=[CH:18][CH:19]=3)=[CH:21][CH:22]=2)=[O:28])[CH:10]=[CH:9][C:5]=1[C:6]([OH:8])=[O:7]. (6) Given the reactants [Cl:1][C:2]1[CH:3]=[CH:4][C:5]([N+:12]([O-])=O)=[C:6]2[C:11]=1[CH:10]=[N:9][CH:8]=[CH:7]2, predict the reaction product. The product is: [Cl:1][C:2]1[C:11]2[CH:10]=[N:9][CH:8]=[CH:7][C:6]=2[C:5]([NH2:12])=[CH:4][CH:3]=1. (7) Given the reactants [C:1]([O:5][C:6]([N:8]1[C:16]2[C:11](=[CH:12][CH:13]=[C:14]([NH2:17])[CH:15]=2)[C:10]([C:18]2[CH:23]=[CH:22][CH:21]=[CH:20][CH:19]=2)=[N:9]1)=[O:7])([CH3:4])([CH3:3])[CH3:2].Br[C:25]1[CH:26]=[N:27][CH:28]=[CH:29][CH:30]=1, predict the reaction product. The product is: [C:1]([O:5][C:6]([N:8]1[C:16]2[C:11](=[CH:12][CH:13]=[C:14]([NH:17][C:25]3[CH:26]=[N:27][CH:28]=[CH:29][CH:30]=3)[CH:15]=2)[C:10]([C:18]2[CH:23]=[CH:22][CH:21]=[CH:20][CH:19]=2)=[N:9]1)=[O:7])([CH3:4])([CH3:2])[CH3:3].